Predict the reactants needed to synthesize the given product. From a dataset of Full USPTO retrosynthesis dataset with 1.9M reactions from patents (1976-2016). (1) The reactants are: [Br:1][C:2]1[CH:3]=[C:4]([NH2:10])[C:5]([O:8][CH3:9])=[N:6][CH:7]=1.[CH3:11][S:12](Cl)(=[O:14])=[O:13]. Given the product [Br:1][C:2]1[CH:3]=[C:4]([NH:10][S:12]([CH3:11])(=[O:14])=[O:13])[C:5]([O:8][CH3:9])=[N:6][CH:7]=1, predict the reactants needed to synthesize it. (2) Given the product [C:1]([O:5][C:6](=[O:20])[NH:7][C:8]1[CH:13]=[CH:12][C:11]([O:14][C:15]([F:18])([F:17])[F:16])=[CH:10][C:9]=1[NH:19][C:26](=[O:25])[CH2:27][C:28]([C:30]1[CH:35]=[CH:34][CH:33]=[C:32]([C:36]2[CH:37]=[N:38][C:39]([O:42][CH3:43])=[CH:40][CH:41]=2)[CH:31]=1)=[O:29])([CH3:4])([CH3:2])[CH3:3], predict the reactants needed to synthesize it. The reactants are: [C:1]([O:5][C:6](=[O:20])[NH:7][C:8]1[CH:13]=[CH:12][C:11]([O:14][C:15]([F:18])([F:17])[F:16])=[CH:10][C:9]=1[NH2:19])([CH3:4])([CH3:3])[CH3:2].C([O:25][C:26](=O)[CH2:27][C:28]([C:30]1[CH:35]=[CH:34][CH:33]=[C:32]([C:36]2[CH:37]=[N:38][C:39]([O:42][CH3:43])=[CH:40][CH:41]=2)[CH:31]=1)=[O:29])(C)(C)C. (3) Given the product [Cl:1][C:2]1[CH:7]=[CH:6][C:5]([CH:8]([C:19]2[CH:24]=[CH:23][C:22]([S:25]([CH3:28])(=[O:26])=[O:27])=[CH:21][CH:20]=2)[CH2:9]/[C:10](/[C:12]2[CH:13]=[CH:14][C:15](=[O:18])[N:16]([CH2:31][CH2:32][O:33][CH3:34])[CH:17]=2)=[N:42]\[OH:43])=[C:4]([CH3:29])[CH:3]=1, predict the reactants needed to synthesize it. The reactants are: [Cl:1][C:2]1[CH:7]=[CH:6][C:5]([CH:8]([C:19]2[CH:24]=[CH:23][C:22]([S:25]([CH3:28])(=[O:27])=[O:26])=[CH:21][CH:20]=2)[CH2:9][C:10]([C:12]2[CH:13]=[CH:14][C:15](=[O:18])[NH:16][CH:17]=2)=O)=[C:4]([CH3:29])[CH:3]=1.Br[CH2:31][CH2:32][O:33][CH3:34].C(=O)([O-])[O-].[K+].[K+].Cl.[NH2:42][OH:43].C(=O)([O-])O.[Na+].